This data is from Forward reaction prediction with 1.9M reactions from USPTO patents (1976-2016). The task is: Predict the product of the given reaction. (1) Given the reactants [CH3:1][C:2]1[N:3]=[C:4]([C:7]2[CH:8]=[N:9][NH:10][C:11]=2[NH2:12])[O:5][CH:6]=1.CC1C=CC(S(O)(=O)=O)=CC=1.[Cl:24][C:25]1[CH:30]=[CH:29][C:28]([C:31](=O)[CH2:32][C:33](OCC)=[O:34])=[CH:27][C:26]=1[O:39][CH3:40], predict the reaction product. The product is: [Cl:24][C:25]1[CH:30]=[CH:29][C:28]([C:31]2[NH:12][C:11]3[N:10]([N:9]=[CH:8][C:7]=3[C:4]3[O:5][CH:6]=[C:2]([CH3:1])[N:3]=3)[C:33](=[O:34])[CH:32]=2)=[CH:27][C:26]=1[O:39][CH3:40]. (2) Given the reactants C(N(C(C)C)CC)(C)C.CN(C(ON1N=NC2C=CC=NC1=2)=[N+](C)C)C.F[P-](F)(F)(F)(F)F.[NH:34]1[CH2:39][CH2:38][O:37][CH2:36][CH2:35]1.[Br:40][C:41]1[CH:42]=[N:43][C:44]([N:47]2[C:55]3[C:50](=[CH:51][CH:52]=[C:53]([C:56](O)=[O:57])[CH:54]=3)[C:49]([S:59][CH3:60])=[N:48]2)=[N:45][CH:46]=1, predict the reaction product. The product is: [Br:40][C:41]1[CH:46]=[N:45][C:44]([N:47]2[C:55]3[C:50](=[CH:51][CH:52]=[C:53]([C:56]([N:34]4[CH2:39][CH2:38][O:37][CH2:36][CH2:35]4)=[O:57])[CH:54]=3)[C:49]([S:59][CH3:60])=[N:48]2)=[N:43][CH:42]=1. (3) Given the reactants [CH3:1][S:2]([C:5]1[CH:10]=[CH:9][CH:8]=[CH:7][C:6]=1[OH:11])(=[O:4])=[O:3].Br[C:13](C)(C)[C:14]([O:16][CH2:17][CH3:18])=[O:15].C([O-])([O-])=O.[K+].[K+], predict the reaction product. The product is: [CH3:1][S:2]([C:5]1[CH:10]=[CH:9][CH:8]=[CH:7][C:6]=1[O:11][CH2:13][C:14]([O:16][CH2:17][CH3:18])=[O:15])(=[O:3])=[O:4]. (4) The product is: [ClH:3].[CH3:4][O:5][C:6]1[CH:7]=[C:8]2[C:13](=[CH:14][CH:15]=1)[CH2:12][N:11]([CH3:1])[CH2:10][CH:9]2[CH2:16][CH2:17][NH:18][C:19](=[O:21])[CH3:20]. Given the reactants [CH2:1]=O.[ClH:3].[CH3:4][O:5][C:6]1[CH:7]=[C:8]2[C:13](=[CH:14][CH:15]=1)[CH2:12][NH:11][CH2:10][CH:9]2[CH2:16][CH2:17][NH:18][C:19](=[O:21])[CH3:20].Cl, predict the reaction product. (5) Given the reactants C([O:8][N:9]([CH2:12][C@@H:13]([CH2:17][CH:18]1[CH2:22][CH2:21][CH2:20][CH2:19]1)[C:14]([OH:16])=O)[CH:10]=[O:11])C1C=CC=CC=1.[NH:23]1[CH2:27][CH2:26][CH2:25][C@H:24]1[C:28]1[NH:40][C:31]2=[CH:32][C:33]3[O:34][CH2:35][CH2:36][O:37][C:38]=3[CH:39]=[C:30]2[N:29]=1, predict the reaction product. The product is: [CH:18]1([CH2:17][CH:13]([C:14]([N:23]2[CH2:27][CH2:26][CH2:25][CH:24]2[C:28]2[NH:29][C:30]3=[CH:39][C:38]4[O:37][CH2:36][CH2:35][O:34][C:33]=4[CH:32]=[C:31]3[N:40]=2)=[O:16])[CH2:12][N:9]([OH:8])[CH:10]=[O:11])[CH2:19][CH2:20][CH2:21][CH2:22]1.